From a dataset of Reaction yield outcomes from USPTO patents with 853,638 reactions. Predict the reaction yield, written as a fraction of the theoretical maximum amount of product (1.0 means a 100% yield; for example, 0.34 means a 34% yield). (1) The reactants are [CH3:1][C:2]1[N:3]=[CH:4][NH:5][C:6]=1[C:7]([O:9][CH2:10][CH3:11])=[O:8].O1C=NN=C1C1C=CC=CC=1O[CH2:20][C:21]1[CH:35]=[CH:34][C:24]([C:25]([NH:27][C:28]2[CH:33]=[CH:32][CH:31]=[CH:30][N:29]=2)=[O:26])=[CH:23][CH:22]=1. No catalyst specified. The product is [CH3:1][C:2]1[N:3]([CH2:20][C:21]2[CH:22]=[CH:23][C:24]([C:25]([NH:27][C:28]3[CH:33]=[CH:32][CH:31]=[CH:30][N:29]=3)=[O:26])=[CH:34][CH:35]=2)[CH:4]=[N:5][C:6]=1[C:7]([O:9][CH2:10][CH3:11])=[O:8]. The yield is 0.200. (2) The reactants are [Br-].C([O:4][C:5](=[O:14])[CH2:6][CH2:7][CH2:8][N+:9]([CH2:12][CH3:13])([CH3:11])[CH3:10])C. The catalyst is O. The product is [CH2:12]([N+:9]([CH3:11])([CH3:10])[CH2:8][CH2:7][CH2:6][C:5]([O-:14])=[O:4])[CH3:13]. The yield is 0.650. (3) The reactants are [OH:1][C:2]1[CH:10]=[CH:9][C:8]([C:11]2[N:12]([C:27]([O:29][C:30]([CH3:33])([CH3:32])[CH3:31])=[O:28])[C:13]3[C:18]([CH:19]=2)=[CH:17][C:16]([CH2:20][N:21]2[CH2:26][CH2:25][CH2:24][CH2:23][CH2:22]2)=[CH:15][CH:14]=3)=[C:7]2[C:3]=1[CH2:4][NH:5][C:6]2=[O:34].C(N(CC)CC)C.[CH3:42][C:43]1[CH:44]=[C:45]([S:50](Cl)(=[O:52])=[O:51])[CH:46]=[CH:47][C:48]=1[CH3:49]. The catalyst is C(#N)C. The product is [CH3:42][C:43]1[CH:44]=[C:45]([S:50]([O:1][C:2]2[CH:10]=[CH:9][C:8]([C:11]3[N:12]([C:27]([O:29][C:30]([CH3:31])([CH3:33])[CH3:32])=[O:28])[C:13]4[C:18]([CH:19]=3)=[CH:17][C:16]([CH2:20][N:21]3[CH2:26][CH2:25][CH2:24][CH2:23][CH2:22]3)=[CH:15][CH:14]=4)=[C:7]3[C:3]=2[CH2:4][NH:5][C:6]3=[O:34])(=[O:51])=[O:52])[CH:46]=[CH:47][C:48]=1[CH3:49]. The yield is 0.360. (4) The reactants are [C:1]1(=[O:11])[NH:5][C:4](=[O:6])[C:3]2=[CH:7][CH:8]=[CH:9][CH:10]=[C:2]12.[H-].[Na+].F[C:15]1[CH:20]=[CH:19][C:18]([N+:21]([O-:23])=[O:22])=[C:17]([CH2:24][C:25]([O:29][CH3:30])([O:27][CH3:28])[CH3:26])[C:16]=1[F:31]. The catalyst is CN(C=O)C. The product is [CH3:30][O:29][C:25]([O:27][CH3:28])([CH3:26])[CH2:24][C:17]1[C:16]([F:31])=[C:15]([N:5]2[C:1](=[O:11])[C:2]3=[CH:10][CH:9]=[CH:8][CH:7]=[C:3]3[C:4]2=[O:6])[CH:20]=[CH:19][C:18]=1[N+:21]([O-:23])=[O:22]. The yield is 0.630. (5) The reactants are [C:1]([C:5]1[CH:18]=[CH:17][C:8]([O:9][CH2:10][C@H:11]2[O:15][C:14]([NH2:16])=[N:13][CH2:12]2)=[CH:7][CH:6]=1)([CH3:4])([CH3:3])[CH3:2].[C:19](OCC)(=[O:22])[C:20]#[CH:21]. The catalyst is C(O)C. The product is [C:1]([C:5]1[CH:18]=[CH:17][C:8]([O:9][CH2:10][C@H:11]2[O:15][C:14]3=[N:16][C:19](=[O:22])[CH:20]=[CH:21][N:13]3[CH2:12]2)=[CH:7][CH:6]=1)([CH3:4])([CH3:2])[CH3:3]. The yield is 0.500. (6) The reactants are [OH-].[Na+].[NH2:3][C:4]1[CH:12]=[CH:11][CH:10]=[C:9]([O:13][CH3:14])[C:5]=1[C:6]([OH:8])=[O:7].[C:15](Cl)(Cl)=[O:16]. The catalyst is O.C1(C)C=CC=CC=1. The product is [CH3:14][O:13][C:9]1[C:5]2[C:6](=[O:8])[O:7][C:15](=[O:16])[NH:3][C:4]=2[CH:12]=[CH:11][CH:10]=1. The yield is 0.910.